This data is from Peptide-MHC class II binding affinity with 134,281 pairs from IEDB. The task is: Regression. Given a peptide amino acid sequence and an MHC pseudo amino acid sequence, predict their binding affinity value. This is MHC class II binding data. (1) The peptide sequence is RLLDILEAIKLIRKK. The MHC is DRB1_1101 with pseudo-sequence DRB1_1101. The binding affinity (normalized) is 0.719. (2) The peptide sequence is TNLKVQLIRMAEAEM. The MHC is HLA-DQA10501-DQB10402 with pseudo-sequence HLA-DQA10501-DQB10402. The binding affinity (normalized) is 0.719.